This data is from Forward reaction prediction with 1.9M reactions from USPTO patents (1976-2016). The task is: Predict the product of the given reaction. (1) The product is: [Cl:25][C:2]1[N:3]=[C:34]([Cl:35])[C:5]2[S:9][CH:8]=[CH:7][C:6]=2[N:1]=1. Given the reactants [N:1]1[C:6]2[CH2:7][CH2:8][S:9][C:5]=2C(O)=[N:3][C:2]=1O.CCN(C1C=CC=CC=1)CC.P(Cl)(Cl)([Cl:25])=O.C1COCC1.Cl[CH2:34][Cl:35], predict the reaction product. (2) Given the reactants [C:1]1([CH3:19])[CH:6]=[CH:5][C:4]([S:7]([N:10]2[CH2:15][CH2:14][S:13][CH2:12][C@H:11]2[C:16]([OH:18])=[O:17])(=[O:9])=[O:8])=[CH:3][CH:2]=1.[CH3:20][CH2:21][CH:22](O)[C:23]1[CH:24]=[CH:25][CH:26]=[CH:27][CH:28]=1.C1CCC(N=C=NC2CCCCC2)CC1, predict the reaction product. The product is: [C:23]1([CH2:22][CH2:21][CH2:20][O:17][C:16]([C@@H:11]2[CH2:12][S:13][CH2:14][CH2:15][N:10]2[S:7]([C:4]2[CH:3]=[CH:2][C:1]([CH3:19])=[CH:6][CH:5]=2)(=[O:9])=[O:8])=[O:18])[CH:24]=[CH:25][CH:26]=[CH:27][CH:28]=1. (3) Given the reactants [Br:1][C:2]1[CH:27]=[CH:26][C:5]([CH2:6][C:7]23[C:15](=[O:16])[N:14]([C:17]4[CH:22]=[C:21]([Cl:23])[CH:20]=[C:19]([Cl:24])[CH:18]=4)[C:13](=[O:25])[N:12]2[CH2:11][CH2:10][NH:9][CH2:8]3)=[CH:4][CH:3]=1.CCN(C(C)C)C(C)C.[CH3:37][S:38](Cl)(=[O:40])=[O:39], predict the reaction product. The product is: [CH3:37][S:38]([N:9]1[CH2:8][C:7]2([CH2:6][C:5]3[CH:26]=[CH:27][C:2]([Br:1])=[CH:3][CH:4]=3)[N:12]([C:13](=[O:25])[N:14]([C:17]3[CH:22]=[C:21]([Cl:23])[CH:20]=[C:19]([Cl:24])[CH:18]=3)[C:15]2=[O:16])[CH2:11][CH2:10]1)(=[O:40])=[O:39].